Dataset: Forward reaction prediction with 1.9M reactions from USPTO patents (1976-2016). Task: Predict the product of the given reaction. (1) Given the reactants [Cl:1][C:2]1[CH:7]=[C:6]([NH:8][CH3:9])[C:5]([NH2:10])=[CH:4][C:3]=1[CH3:11].O.[NH:13]1[C:21](=O)[C:19](=O)[C:17](=[O:18])[NH:16][C:14]1=[O:15].B(O)(O)O, predict the reaction product. The product is: [Cl:1][C:2]1[C:3]([CH3:11])=[CH:4][C:5]2[N:10]=[C:19]3[C:21]([N:8]([CH3:9])[C:6]=2[CH:7]=1)=[N:13][C:14](=[O:15])[NH:16][C:17]3=[O:18]. (2) Given the reactants [CH3:1][O:2][C:3]1[CH:4]=[CH:5][C:6]([CH3:17])=[C:7]([NH:9][C:10](=[O:16])[O:11][C:12]([CH3:15])([CH3:14])[CH3:13])[CH:8]=1.C([Li])(CC)C.COCN[C:27]([C:29]1[CH:33]=[C:32](C)[S:31][CH:30]=1)=[O:28].Cl, predict the reaction product. The product is: [C:12]([O:11][C:10](=[O:16])[NH:9][C:7]1[CH:8]=[C:3]([O:2][CH3:1])[CH:4]=[CH:5][C:6]=1[CH2:17][C:27](=[O:28])[C:29]1[CH:33]=[CH:32][S:31][CH:30]=1)([CH3:13])([CH3:14])[CH3:15]. (3) The product is: [N:25]1[CH:26]=[CH:27][C:22]([CH2:21][O:12][CH:10]2[CH2:11][N:8]([C:1]([O:3][C:4]([CH3:7])([CH3:6])[CH3:5])=[O:2])[CH2:9]2)=[CH:23][CH:24]=1. Given the reactants [C:1]([N:8]1[CH2:11][CH:10]([OH:12])[CH2:9]1)([O:3][C:4]([CH3:7])([CH3:6])[CH3:5])=[O:2].CC([O-])(C)C.[K+].Br.Br[CH2:21][C:22]1[CH:27]=[CH:26][N:25]=[CH:24][CH:23]=1.CCN(C(C)C)C(C)C, predict the reaction product. (4) The product is: [C:1]([C:3]1[CH:4]=[N:5][C:6]2[C:11]([C:12]=1[CH2:13][CH:14]([C:16]13[CH2:23][CH2:22][C:19]([NH:24][C:25](=[O:31])[O:26][C:27]([CH3:28])([CH3:29])[CH3:30])([CH2:20][CH2:21]1)[CH2:18][O:17]3)[OH:15])=[N:10][C:9]([O:32][CH2:34][CH2:35][O:36][CH:37]1[CH2:42][CH2:41][CH2:40][CH2:39][O:38]1)=[CH:8][CH:7]=2)#[N:2]. Given the reactants [C:1]([C:3]1[CH:4]=[N:5][C:6]2[CH:7]=[CH:8][C:9](=[O:32])[NH:10][C:11]=2[C:12]=1[CH2:13][CH:14]([C:16]12[CH2:23][CH2:22][C:19]([NH:24][C:25](=[O:31])[O:26][C:27]([CH3:30])([CH3:29])[CH3:28])([CH2:20][CH2:21]1)[CH2:18][O:17]2)[OH:15])#[N:2].Br[CH2:34][CH2:35][O:36][CH:37]1[CH2:42][CH2:41][CH2:40][CH2:39][O:38]1, predict the reaction product. (5) The product is: [F:17][C:18]([F:29])([F:28])[C:19]1[O:20][C:5]([C:6]2[CH:7]=[C:8]3[C:13](=[CH:14][CH:15]=2)[N:12]=[CH:11][NH:10][C:9]3=[O:16])=[N:4][N:3]=1. Given the reactants N1[C:5]([C:6]2[CH:7]=[C:8]3[C:13](=[CH:14][CH:15]=2)[N:12]=[CH:11][NH:10][C:9]3=[O:16])=[N:4][N:3]=N1.[F:17][C:18]([F:29])([F:28])[C:19](O[C:19](=[O:20])[C:18]([F:29])([F:28])[F:17])=[O:20], predict the reaction product. (6) Given the reactants [Br:1][C:2]1[CH:3]=[C:4]2[C:9](=[CH:10][CH:11]=1)[O:8]C(=O)[CH2:6][C:5]2([CH3:14])[CH3:13].[CH2:15]([Mg]Br)C.Cl.C([O:23][CH2:24][CH3:25])(=O)C, predict the reaction product. The product is: [Br:1][C:2]1[CH:11]=[CH:10][C:9]([OH:8])=[C:4]([C:5]([CH3:13])([CH3:14])[CH2:6][C:24]([OH:23])([CH3:25])[CH3:15])[CH:3]=1. (7) Given the reactants C(Cl)Cl.[CH2:4]([O:11][C:12]1[CH:13]=[C:14]([C:18]2[N:19]=[C:20]([CH:28]3[CH2:31][C:30](=[CH:32][O:33]C)[CH2:29]3)[N:21]3[CH:26]=[CH:25][N:24]=[C:23]([NH2:27])[C:22]=23)[CH:15]=[CH:16][CH:17]=1)[C:5]1[CH:10]=[CH:9][CH:8]=[CH:7][CH:6]=1.C(C(O)=O)(F)(F)F.C([O-])([O-])=O.[K+].[K+], predict the reaction product. The product is: [NH2:27][C:23]1[C:22]2[N:21]([C:20]([CH:28]3[CH2:31][CH:30]([CH:32]=[O:33])[CH2:29]3)=[N:19][C:18]=2[C:14]2[CH:15]=[CH:16][CH:17]=[C:12]([O:11][CH2:4][C:5]3[CH:6]=[CH:7][CH:8]=[CH:9][CH:10]=3)[CH:13]=2)[CH:26]=[CH:25][N:24]=1. (8) Given the reactants [C:1](N1C=CN=C1)(N1C=CN=C1)=[O:2].[Cl:13][C:14]1[CH:15]=[C:16]([CH:34]=[CH:35][C:36]=1[Cl:37])[CH2:17][C:18]1[C:23](=[O:24])[NH:22][C:21]([CH2:25][C:26]([NH:28][NH2:29])=[O:27])=[N:20][C:19]=1[C:30]([F:33])([F:32])[F:31], predict the reaction product. The product is: [Cl:13][C:14]1[CH:15]=[C:16]([CH:34]=[CH:35][C:36]=1[Cl:37])[CH2:17][C:18]1[C:23](=[O:24])[NH:22][C:21]([CH2:25][C:26]2[O:27][C:1](=[O:2])[NH:29][N:28]=2)=[N:20][C:19]=1[C:30]([F:32])([F:33])[F:31]. (9) Given the reactants [C:1]1([NH:7][C:8]2[CH:13]=[CH:12][CH:11]=[CH:10][CH:9]=2)[CH:6]=[CH:5][CH:4]=[CH:3][CH:2]=1.C([N:16]([CH2:19][CH3:20])[CH2:17][CH3:18])C.ClC(Cl)(O[C:25](=[O:31])OC(Cl)(Cl)Cl)Cl, predict the reaction product. The product is: [C:8]1([N:7]([C:1]2[CH:2]=[CH:3][CH:4]=[CH:5][CH:6]=2)[C:25](=[O:31])[N:16]([C:17]2[CH:18]=[CH:10][CH:9]=[CH:8][CH:13]=2)[C:19]2[CH:20]=[CH:3][CH:2]=[CH:1][CH:6]=2)[CH:9]=[CH:10][CH:11]=[CH:12][CH:13]=1.